From a dataset of Full USPTO retrosynthesis dataset with 1.9M reactions from patents (1976-2016). Predict the reactants needed to synthesize the given product. (1) Given the product [CH2:1]([N:6]1[CH:10]=[CH:9][N:8]=[C:7]1[CH:11]=[N:13][OH:14])[CH2:2][CH2:3][CH:4]=[CH2:5], predict the reactants needed to synthesize it. The reactants are: [CH2:1]([N:6]1[CH:10]=[CH:9][N:8]=[C:7]1[CH:11]=O)[CH2:2][CH2:3][CH:4]=[CH2:5].[NH2:13][OH:14].Cl.C([O-])([O-])=O.[Na+].[Na+]. (2) Given the product [N+:1]([C:4]1[C:5]([NH:22][CH2:21][C:20]2[CH:19]=[CH:18][C:17]([C:16]([F:15])([F:25])[F:26])=[CH:24][CH:23]=2)=[CH:6][CH:7]=[C:8]2[C:13]=1[N:12]=[CH:11][CH:10]=[CH:9]2)([O-:3])=[O:2], predict the reactants needed to synthesize it. The reactants are: [N+:1]([C:4]1[C:5](Cl)=[CH:6][CH:7]=[C:8]2[C:13]=1[N:12]=[CH:11][CH:10]=[CH:9]2)([O-:3])=[O:2].[F:15][C:16]([F:26])([F:25])[C:17]1[CH:24]=[CH:23][C:20]([CH2:21][NH2:22])=[CH:19][CH:18]=1.